Dataset: Forward reaction prediction with 1.9M reactions from USPTO patents (1976-2016). Task: Predict the product of the given reaction. (1) Given the reactants [I-].[K+].[CH3:3][CH2:4][N:5]([CH:9]([CH3:11])[CH3:10])[CH:6]([CH3:8])[CH3:7].NC1N=NNC2C=1N=CC=2, predict the reaction product. The product is: [CH3:3][CH2:4][N:5]([CH:9]([CH3:11])[CH3:10])[CH:6]([CH3:8])[CH3:7].[CH:6]([N:5]([CH2:4][CH3:3])[CH:9]([CH3:11])[CH3:10])([CH3:8])[CH3:7]. (2) Given the reactants Cl[C:2]1[CH:3]=[C:4]([CH:41]=[CH:42][C:43]=1F)[C:5]1[C:10]([C:11]2[CH:20]=[CH:19][C:18]3[C:13](=[CH:14][CH:15]=[C:16]([C:21]4[N:25]([CH:26]5[CH2:31][CH2:30][CH2:29][CH2:28][CH2:27]5)[C:24]5[CH:32]=[CH:33][C:34]([C:36]([OH:38])=[O:37])=[CH:35][C:23]=5[N:22]=4)[CH:17]=3)[N:12]=2)=[CH:9][C:8]([O:39][CH3:40])=[CH:7][CH:6]=1.C[O:46][C:47]([C:49]1C=CC2N(C3CCCCC3)C(C3C=C4C(=CC=3)N=C(C3C=C(OC)C=CC=3Br)C=C4)=NC=2C=1)=O.C(OC1C=CC(B(O)O)=CC=1)C, predict the reaction product. The product is: [CH:26]1([N:25]2[C:24]3[CH:32]=[CH:33][C:34]([C:36]([OH:38])=[O:37])=[CH:35][C:23]=3[N:22]=[C:21]2[C:16]2[CH:17]=[C:18]3[C:13](=[CH:14][CH:15]=2)[N:12]=[C:11]([C:10]2[C:5]([C:4]4[CH:41]=[CH:42][C:43]([O:46][CH2:47][CH3:49])=[CH:2][CH:3]=4)=[CH:6][CH:7]=[C:8]([O:39][CH3:40])[CH:9]=2)[CH:20]=[CH:19]3)[CH2:27][CH2:28][CH2:29][CH2:30][CH2:31]1.